From a dataset of Full USPTO retrosynthesis dataset with 1.9M reactions from patents (1976-2016). Predict the reactants needed to synthesize the given product. (1) Given the product [OH:10][CH2:11][C:12]([CH2:15][OH:16])([CH2:13][OH:14])[CH2:17][N:18]1[CH:26]=[N:25][C:24]2[C:23](=[O:2])[NH:22][C:21]([NH2:28])=[N:20][C:19]1=2, predict the reactants needed to synthesize it. The reactants are: C(O)(C(F)(F)F)=[O:2].CC1(C)[O:14][CH2:13][C:12]([CH2:17][N:18]2[CH:26]=[N:25][C:24]3[C:19]2=[N:20][C:21]([NH2:28])=[N:22][C:23]=3Cl)([CH2:15][OH:16])[CH2:11][O:10]1.O. (2) Given the product [Cl:11][C:4]1[N:3]=[C:2]([NH:29][C:26]2[CH:25]=[C:24]([CH:21]3[CH2:23][CH2:22]3)[NH:28][N:27]=2)[C:7]([N+:8]([O-:10])=[O:9])=[CH:6][CH:5]=1, predict the reactants needed to synthesize it. The reactants are: Cl[C:2]1[C:7]([N+:8]([O-:10])=[O:9])=[CH:6][CH:5]=[C:4]([Cl:11])[N:3]=1.CCN(C(C)C)C(C)C.[CH:21]1([C:24]2[NH:28][N:27]=[C:26]([NH2:29])[CH:25]=2)[CH2:23][CH2:22]1. (3) Given the product [CH3:8][S:5]([CH2:4][CH2:3][CH2:2][N:10]([CH3:11])[CH3:9])(=[O:7])=[O:6], predict the reactants needed to synthesize it. The reactants are: Br[CH2:2][CH2:3][CH2:4][S:5]([CH3:8])(=[O:7])=[O:6].[CH3:9][NH:10][CH3:11]. (4) Given the product [CH3:14][C:13]1[CH:12]=[C:11]([NH:15][C:16]2[NH:20][N:19]=[N:18][N:17]=2)[CH:10]=[C:9]([CH3:21])[C:8]=1[O:7][C:6]1[CH:22]=[CH:23][C:24]([OH:25])=[C:4]([CH:1]([CH3:3])[CH3:2])[CH:5]=1, predict the reactants needed to synthesize it. The reactants are: [CH:1]([C:4]1[CH:5]=[C:6]([CH:22]=[CH:23][C:24]=1[O:25]C)[O:7][C:8]1[C:13]([CH3:14])=[CH:12][C:11]([NH:15][C:16]2[NH:20][N:19]=[N:18][N:17]=2)=[CH:10][C:9]=1[CH3:21])([CH3:3])[CH3:2].B(Br)(Br)Br. (5) The reactants are: Cl.[Br:2][C:3]1[CH:4]=[C:5]([NH:9][NH2:10])[CH:6]=[CH:7][CH:8]=1.[C:11]([C:19]1[CH:24]=[CH:23][CH:22]=[CH:21][CH:20]=1)(=O)[C:12]1[CH:17]=[CH:16][CH:15]=[CH:14][CH:13]=1.S(=O)(=O)(O)O. Given the product [C:11](=[N:10][NH:9][C:5]1[CH:6]=[CH:7][CH:8]=[C:3]([Br:2])[CH:4]=1)([C:12]1[CH:17]=[CH:16][CH:15]=[CH:14][CH:13]=1)[C:19]1[CH:24]=[CH:23][CH:22]=[CH:21][CH:20]=1, predict the reactants needed to synthesize it. (6) The reactants are: [C:1]1([C:7]2[CH:16]=[C:15]([C:17](O)=[O:18])[C:14]3[C:9](=[CH:10][CH:11]=[CH:12][CH:13]=3)[N:8]=2)[CH:6]=[CH:5][CH:4]=[CH:3][CH:2]=1.[O:20]=[S:21]1(=[O:31])[CH:25]=[CH:24][C:23]2[CH:26]=[CH:27][C:28]([NH2:30])=[CH:29][C:22]1=2.CCN(C(C)C)C(C)C.CN(C(ON1N=NC2C=CC=CC1=2)=[N+](C)C)C.F[P-](F)(F)(F)(F)F. Given the product [O:20]=[S:21]1(=[O:31])[CH:25]=[CH:24][C:23]2[CH:26]=[CH:27][C:28]([NH:30][C:17]([C:15]3[C:14]4[C:9](=[CH:10][CH:11]=[CH:12][CH:13]=4)[N:8]=[C:7]([C:1]4[CH:6]=[CH:5][CH:4]=[CH:3][CH:2]=4)[CH:16]=3)=[O:18])=[CH:29][C:22]1=2, predict the reactants needed to synthesize it.